Predict the reactants needed to synthesize the given product. From a dataset of Full USPTO retrosynthesis dataset with 1.9M reactions from patents (1976-2016). Given the product [OH:1][C:2]1[CH:7]=[CH:6][C:5]([S:8][CH:11]([CH3:10])[CH2:12][CH2:13][C:14]([OH:16])=[O:15])=[CH:4][CH:3]=1, predict the reactants needed to synthesize it. The reactants are: [OH:1][C:2]1[CH:7]=[CH:6][C:5]([SH:8])=[CH:4][CH:3]=1.C[CH2:10][CH2:11][CH2:12][CH2:13][C:14]([OH:16])=[O:15].